From a dataset of Catalyst prediction with 721,799 reactions and 888 catalyst types from USPTO. Predict which catalyst facilitates the given reaction. (1) Reactant: [NH2:1][C:2]1[CH:3]=[CH:4][CH:5]=[C:6]2[C:10]=1[NH:9][C:8]([C:11]([O:13][CH2:14][CH3:15])=[O:12])=[CH:7]2.[F:16][C:17]1[CH:42]=[CH:41][CH:40]=[CH:39][C:18]=1[CH2:19][O:20][C:21]1[CH:22]=[C:23]([CH:27]=[C:28]([O:30][CH2:31][C:32]2[CH:37]=[CH:36][CH:35]=[CH:34][C:33]=2[F:38])[CH:29]=1)[C:24](O)=[O:25].C(N(C(C)C)C(C)C)C.CN(C(ON1N=NC2C=CC=NC1=2)=[N+](C)C)C.F[P-](F)(F)(F)(F)F. Product: [F:16][C:17]1[CH:42]=[CH:41][CH:40]=[CH:39][C:18]=1[CH2:19][O:20][C:21]1[CH:22]=[C:23]([CH:27]=[C:28]([O:30][CH2:31][C:32]2[CH:37]=[CH:36][CH:35]=[CH:34][C:33]=2[F:38])[CH:29]=1)[C:24]([NH:1][C:2]1[CH:3]=[CH:4][CH:5]=[C:6]2[C:10]=1[NH:9][C:8]([C:11]([O:13][CH2:14][CH3:15])=[O:12])=[CH:7]2)=[O:25]. The catalyst class is: 434. (2) Reactant: C[O:2][C:3](=[O:27])[C@@H:4]([N:12]1[CH2:16][C:15]([O:17][C:18]2[CH:23]=[CH:22][CH:21]=[C:20]([F:24])[C:19]=2[F:25])=[CH:14][C:13]1=[O:26])[CH2:5][CH:6]1[CH2:11][CH2:10][CH2:9][CH2:8][CH2:7]1.[OH-].[Li+]. Product: [CH:6]1([CH2:5][C@H:4]([N:12]2[CH2:16][C:15]([O:17][C:18]3[CH:23]=[CH:22][CH:21]=[C:20]([F:24])[C:19]=3[F:25])=[CH:14][C:13]2=[O:26])[C:3]([OH:27])=[O:2])[CH2:11][CH2:10][CH2:9][CH2:8][CH2:7]1. The catalyst class is: 30. (3) Reactant: [Cl:1][C:2]1[CH:3]=[C:4]([C:8]2[N:12]3[N:13]=[C:14]([NH:17][C@H:18]4[CH2:23][CH2:22][C@H:21]([NH2:24])[CH2:20][CH2:19]4)[CH:15]=[CH:16][C:11]3=[N:10][CH:9]=2)[CH:5]=[CH:6][CH:7]=1.[CH:25](OCC)=[O:26]. Product: [Cl:1][C:2]1[CH:3]=[C:4]([C:8]2[N:12]3[N:13]=[C:14]([NH:17][C@H:18]4[CH2:23][CH2:22][C@H:21]([NH:24][CH:25]=[O:26])[CH2:20][CH2:19]4)[CH:15]=[CH:16][C:11]3=[N:10][CH:9]=2)[CH:5]=[CH:6][CH:7]=1. The catalyst class is: 3. (4) Reactant: [CH:1]([S:14][CH2:15][C:16]([NH:18][CH2:19][CH2:20][CH2:21][C:22]1[CH:27]=[CH:26][CH:25]=[CH:24][CH:23]=1)=O)([C:8]1[CH:13]=[CH:12][CH:11]=[CH:10][CH:9]=1)[C:2]1[CH:7]=[CH:6][CH:5]=[CH:4][CH:3]=1.S(=O)(=O)(O)O.[H-].[H-].[H-].[H-].[Li+].[Al+3]. Product: [CH:1]([S:14][CH2:15][CH2:16][NH:18][CH2:19][CH2:20][CH2:21][C:22]1[CH:23]=[CH:24][CH:25]=[CH:26][CH:27]=1)([C:8]1[CH:13]=[CH:12][CH:11]=[CH:10][CH:9]=1)[C:2]1[CH:3]=[CH:4][CH:5]=[CH:6][CH:7]=1. The catalyst class is: 1. (5) Reactant: [Cl:1][C:2]1[CH:8]=[CH:7][CH:6]=[CH:5][C:3]=1[NH2:4].Cl[C:10]1[C:15]([N+:16]([O-:18])=[O:17])=[CH:14][CH:13]=[C:12]([Cl:19])[N:11]=1. Product: [Cl:19][C:12]1[N:11]=[C:10]([NH:4][C:3]2[CH:5]=[CH:6][CH:7]=[CH:8][C:2]=2[Cl:1])[C:15]([N+:16]([O-:18])=[O:17])=[CH:14][CH:13]=1. The catalyst class is: 8. (6) Reactant: [CH3:1][O:2][CH2:3][C:4]1[S:5][C:6]2[CH:12]=[CH:11][CH:10]=[CH:9][C:7]=2[N:8]=1.[N+:13]([O-])([OH:15])=[O:14]. Product: [CH3:1][O:2][CH2:3][C:4]1[S:5][C:6]2[CH:12]=[C:11]([N+:13]([O-:15])=[O:14])[CH:10]=[CH:9][C:7]=2[N:8]=1. The catalyst class is: 65. (7) Product: [N+:30]([C:25]1[CH:26]=[CH:27][CH:28]=[CH:29][C:24]=1[C:19]1[CH:18]=[CH:17][C:16]2[C:21]3[C:52](=[CH:51][CH:50]=[CH:49][CH:48]=3)[C:47]([CH3:53])([CH3:42])[C:15]=2[CH:20]=1)([O-:32])=[O:31]. Reactant: [C:16]1([CH3:21])[CH:17]=[CH:18][CH:19]=[CH:20][C:15]=1P([C:15]1[CH:20]=[CH:19][CH:18]=[CH:17][C:16]=1[CH3:21])[C:15]1[CH:20]=[CH:19][CH:18]=[CH:17][C:16]=1[CH3:21].Br[C:24]1[CH:29]=[CH:28][CH:27]=[CH:26][C:25]=1[N+:30]([O-:32])=[O:31].P([O-])([O-])([O-])=O.[K+].[K+].[K+].O1CCOC[CH2:42]1.[C:47]1([CH3:53])[CH:52]=[CH:51][CH:50]=[CH:49][CH:48]=1. The catalyst class is: 713.